From a dataset of Catalyst prediction with 721,799 reactions and 888 catalyst types from USPTO. Predict which catalyst facilitates the given reaction. Reactant: [NH2:1][C:2]1[NH:3][C:4]([CH3:10])=[C:5]([CH3:9])[C:6]=1[C:7]#[N:8].[CH3:11]OC(OC)N(C)C.C1(C)C=CC=CC=1.C(O)(=O)C.[NH2:30][C:31]1[CH:32]=[C:33]([C:37]([O:39][CH3:40])=[O:38])[Se:34][C:35]=1[CH3:36]. Product: [CH3:9][C:5]1[C:6]2[C:7]([NH:30][C:31]3[CH:32]=[C:33]([C:37]([O:39][CH3:40])=[O:38])[Se:34][C:35]=3[CH3:36])=[N:8][CH:11]=[N:1][C:2]=2[NH:3][C:4]=1[CH3:10]. The catalyst class is: 15.